The task is: Predict the reaction yield, written as a fraction of the theoretical maximum amount of product (1.0 means a 100% yield; for example, 0.34 means a 34% yield).. This data is from Reaction yield outcomes from USPTO patents with 853,638 reactions. (1) The reactants are [O:1]=[S:2]1(=[O:13])[CH2:7][CH2:6][N:5]2[N:8]=[C:9]([CH:11]=[O:12])[CH:10]=[C:4]2[CH2:3]1.[Mg+2].[Br-].[Br-].[N+:17]([C:20]1[CH:38]=[CH:37][C:23]([CH2:24][O:25][C:26]([C:28]2[N:29]3[C@H:32]([S:33][CH:34]=2)[C@@H:31]([Br:35])[C:30]3=[O:36])=[O:27])=[CH:22][CH:21]=1)([O-:19])=[O:18].[C:39](OC(=O)C)(=[O:41])[CH3:40]. The catalyst is CN(C1C=CN=CC=1)C.C(OCC)(=O)C.CCN(CC)CC.C1COCC1.C(#N)C. The product is [N+:17]([C:20]1[CH:38]=[CH:37][C:23]([CH2:24][O:25][C:26]([C:28]2[N:29]3[C@H:32]([S:33][CH:34]=2)[C:31]([CH:11]([O:12][C:39](=[O:41])[CH3:40])[C:9]2[CH:10]=[C:4]4[CH2:3][S:2](=[O:1])(=[O:13])[CH2:7][CH2:6][N:5]4[N:8]=2)([Br:35])[C:30]3=[O:36])=[O:27])=[CH:22][CH:21]=1)([O-:19])=[O:18]. The yield is 0.220. (2) The reactants are C([C:4]1[C:13](=[O:14])[C:12]2[C:7](=[C:8]([CH2:21][CH:22]([CH3:24])[CH3:23])[C:9]([O:19][CH3:20])=[C:10]([O:17][CH3:18])[C:11]=2[O:15][CH3:16])[O:6][C:5]=1[CH3:25])(=O)C.C(=O)([O-])[O-].[Na+].[Na+]. The catalyst is O1CCOCC1.O. The product is [CH2:21]([C:8]1[C:9]([O:19][CH3:20])=[C:10]([O:17][CH3:18])[C:11]([O:15][CH3:16])=[C:12]2[C:7]=1[O:6][C:5]([CH3:25])=[CH:4][C:13]2=[O:14])[CH:22]([CH3:23])[CH3:24]. The yield is 0.600. (3) The reactants are [N:1]1([CH2:8][CH2:9][O:10][C:11]2[CH:16]=[CH:15][C:14]([C:17]([C:19]3[C:28]4[C:23](=[CH:24][C:25]([O:29][CH3:30])=[CH:26][CH:27]=4)[CH:22]=[CH:21][C:20]=3[OH:31])=[O:18])=[CH:13][CH:12]=2)[CH2:7][CH2:6][CH2:5][CH2:4][CH2:3][CH2:2]1.C(N(CC)CC)C.[F:39][C:40]([F:53])([F:52])[S:41](O[S:41]([C:40]([F:53])([F:52])[F:39])(=[O:43])=[O:42])(=[O:43])=[O:42]. The catalyst is ClCCl.C(=O)(O)[O-].[Na+]. The product is [N:1]1([CH2:8][CH2:9][O:10][C:11]2[CH:16]=[CH:15][C:14]([C:17]([C:19]3[C:28]4[C:23](=[CH:24][C:25]([O:29][CH3:30])=[CH:26][CH:27]=4)[CH:22]=[CH:21][C:20]=3[O:31][S:41]([C:40]([F:53])([F:52])[F:39])(=[O:43])=[O:42])=[O:18])=[CH:13][CH:12]=2)[CH2:7][CH2:6][CH2:5][CH2:4][CH2:3][CH2:2]1. The yield is 0.960. (4) The reactants are [F:1][C:2]([F:24])([F:23])[O:3][C:4]1[CH:9]=[CH:8][C:7]([N:10]2[CH:14]=[N:13][C:12]([C:15]3[CH:22]=[CH:21][C:18](C=O)=[CH:17][CH:16]=3)=[N:11]2)=[CH:6][CH:5]=1.C1(P(C2C=CC=CC=2)(C2C=CC=CC=2)=[C:32]([CH3:38])[C:33]([O:35][CH2:36][CH3:37])=[O:34])C=CC=CC=1.[C:51]1(C)C=CC=CC=1. No catalyst specified. The product is [CH3:51]/[C:32](=[CH:38]\[C:18]1[CH:21]=[CH:22][C:15]([C:12]2[N:13]=[CH:14][N:10]([C:7]3[CH:6]=[CH:5][C:4]([O:3][C:2]([F:1])([F:24])[F:23])=[CH:9][CH:8]=3)[N:11]=2)=[CH:16][CH:17]=1)/[C:33]([O:35][CH2:36][CH3:37])=[O:34]. The yield is 0.620. (5) The reactants are [C:1]1(=[O:11])[C:5]2([CH2:10][CH2:9][CH2:8][NH:7][CH2:6]2)[CH2:4][CH2:3][NH:2]1.C(N(CC)CC)C.[Cl:19][C:20]1[CH:21]=[C:22]([S:31](Cl)(=[O:33])=[O:32])[CH:23]=[CH:24][C:25]=1[O:26][C:27]([F:30])([F:29])[F:28]. The catalyst is ClCCl. The product is [Cl:19][C:20]1[CH:21]=[C:22]([S:31]([N:7]2[CH2:8][CH2:9][CH2:10][C:5]3([C:1](=[O:11])[NH:2][CH2:3][CH2:4]3)[CH2:6]2)(=[O:32])=[O:33])[CH:23]=[CH:24][C:25]=1[O:26][C:27]([F:29])([F:28])[F:30]. The yield is 0.860.